This data is from NCI-60 drug combinations with 297,098 pairs across 59 cell lines. The task is: Regression. Given two drug SMILES strings and cell line genomic features, predict the synergy score measuring deviation from expected non-interaction effect. (1) Drug 1: CN1CCC(CC1)COC2=C(C=C3C(=C2)N=CN=C3NC4=C(C=C(C=C4)Br)F)OC. Drug 2: C1C(C(OC1N2C=NC3=C2NC=NCC3O)CO)O. Cell line: RXF 393. Synergy scores: CSS=14.2, Synergy_ZIP=-2.67, Synergy_Bliss=2.66, Synergy_Loewe=3.91, Synergy_HSA=4.36. (2) Drug 1: CCC(=C(C1=CC=CC=C1)C2=CC=C(C=C2)OCCN(C)C)C3=CC=CC=C3.C(C(=O)O)C(CC(=O)O)(C(=O)O)O. Drug 2: CCC1(C2=C(COC1=O)C(=O)N3CC4=CC5=C(C=CC(=C5CN(C)C)O)N=C4C3=C2)O.Cl. Cell line: SR. Synergy scores: CSS=57.9, Synergy_ZIP=-1.51, Synergy_Bliss=-0.904, Synergy_Loewe=-5.64, Synergy_HSA=0.489. (3) Drug 1: C(CC(=O)O)C(=O)CN.Cl. Drug 2: CC1C(C(CC(O1)OC2CC(CC3=C2C(=C4C(=C3O)C(=O)C5=C(C4=O)C(=CC=C5)OC)O)(C(=O)CO)O)N)O.Cl. Cell line: ACHN. Synergy scores: CSS=47.3, Synergy_ZIP=2.95, Synergy_Bliss=3.63, Synergy_Loewe=-30.3, Synergy_HSA=3.33. (4) Drug 1: C1=CC(=C2C(=C1NCCNCCO)C(=O)C3=C(C=CC(=C3C2=O)O)O)NCCNCCO. Drug 2: C(CC(=O)O)C(=O)CN.Cl. Cell line: NCI-H226. Synergy scores: CSS=31.1, Synergy_ZIP=-1.66, Synergy_Bliss=-3.65, Synergy_Loewe=-28.8, Synergy_HSA=-1.65. (5) Drug 1: CC(CN1CC(=O)NC(=O)C1)N2CC(=O)NC(=O)C2. Drug 2: CC1C(C(CC(O1)OC2CC(CC3=C2C(=C4C(=C3O)C(=O)C5=CC=CC=C5C4=O)O)(C(=O)C)O)N)O. Cell line: HCT116. Synergy scores: CSS=39.9, Synergy_ZIP=-7.67, Synergy_Bliss=-12.7, Synergy_Loewe=-9.64, Synergy_HSA=-6.50. (6) Drug 1: CN1C(=O)N2C=NC(=C2N=N1)C(=O)N. Drug 2: C1=NC(=NC(=O)N1C2C(C(C(O2)CO)O)O)N. Cell line: BT-549. Synergy scores: CSS=28.5, Synergy_ZIP=-7.69, Synergy_Bliss=0.132, Synergy_Loewe=-34.4, Synergy_HSA=-1.19.